This data is from Full USPTO retrosynthesis dataset with 1.9M reactions from patents (1976-2016). The task is: Predict the reactants needed to synthesize the given product. The reactants are: [Si]([O:8][C:9]1[CH:18]=[C:17]2[C:12]([C:13]([C:34]3[CH:39]=[CH:38][C:37]([O:40][CH3:41])=[CH:36][CH:35]=3)(O)[CH:14]([C:19]3[CH:24]=[CH:23][C:22]([O:25][Si](C(C)(C)C)(C)C)=[CH:21][CH:20]=3)[CH2:15][O:16]2)=[CH:11][CH:10]=1)(C(C)(C)C)(C)C.CC1C=CC(S(O)(=O)=O)=CC=1.C(O)C. Given the product [OH:25][C:22]1[CH:21]=[CH:20][C:19]([C:14]2[CH2:15][O:16][C:17]3[C:12]([C:13]=2[C:34]2[CH:39]=[CH:38][C:37]([O:40][CH3:41])=[CH:36][CH:35]=2)=[CH:11][CH:10]=[C:9]([OH:8])[CH:18]=3)=[CH:24][CH:23]=1, predict the reactants needed to synthesize it.